Task: Predict the product of the given reaction.. Dataset: Forward reaction prediction with 1.9M reactions from USPTO patents (1976-2016) Given the reactants [CH3:1][O:2][C:3]1[N:8]=[CH:7][C:6]([CH:9]([O:13][C:14]2[CH:15]=[C:16]3[C:20](=[CH:21][CH:22]=2)[N:19]([C:23]2[CH:24]=[N:25][CH:26]=[CH:27][CH:28]=2)[N:18]=[CH:17]3)[CH:10]([NH2:12])[CH3:11])=[CH:5][CH:4]=1.C(N(CC)CC)C.[CH:36]1([S:39](Cl)(=[O:41])=[O:40])[CH2:38][CH2:37]1.[NH4+].[Cl-], predict the reaction product. The product is: [CH3:1][O:2][C:3]1[N:8]=[CH:7][C:6]([CH:9]([O:13][C:14]2[CH:15]=[C:16]3[C:20](=[CH:21][CH:22]=2)[N:19]([C:23]2[CH:24]=[N:25][CH:26]=[CH:27][CH:28]=2)[N:18]=[CH:17]3)[CH:10]([NH:12][S:39]([CH:36]2[CH2:38][CH2:37]2)(=[O:41])=[O:40])[CH3:11])=[CH:5][CH:4]=1.